This data is from Forward reaction prediction with 1.9M reactions from USPTO patents (1976-2016). The task is: Predict the product of the given reaction. Given the reactants [NH2:1][CH2:2][CH2:3][CH2:4][Si:5]([O:10][CH3:11])([O:8][CH3:9])[O:6][CH3:7].C(N(CC)CC)C.[C:19](Cl)(=[O:23])[C:20]([CH3:22])=[CH2:21], predict the reaction product. The product is: [C:19]([NH:1][CH2:2][CH2:3][CH2:4][Si:5]([O:10][CH3:11])([O:6][CH3:7])[O:8][CH3:9])(=[O:23])[C:20]([CH3:22])=[CH2:21].